From a dataset of CYP3A4 substrate classification data from Carbon-Mangels et al.. Regression/Classification. Given a drug SMILES string, predict its absorption, distribution, metabolism, or excretion properties. Task type varies by dataset: regression for continuous measurements (e.g., permeability, clearance, half-life) or binary classification for categorical outcomes (e.g., BBB penetration, CYP inhibition). Dataset: cyp3a4_substrate_carbonmangels. (1) The drug is Cc1onc(-c2c(F)cccc2Cl)c1C(=O)N[C@@H]1C(=O)N2[C@@H](C(=O)O)C(C)(C)S[C@H]12. The result is 1 (substrate). (2) The result is 0 (non-substrate). The compound is CC(C)NC[C@H](O)COc1ccc(CCOCC2CC2)cc1. (3) The drug is C#CCN(C)Cc1ccccc1. The result is 0 (non-substrate). (4) The compound is CCOc1cc(CC(=O)N[C@@H](CC(C)C)c2ccccc2N2CCCCC2)ccc1C(=O)O. The result is 1 (substrate). (5) The compound is C#C[C@]1(O)CC[C@H]2[C@@H]3CCC4=CCCC[C@@H]4[C@H]3C(=C)C[C@@]21CC. The result is 0 (non-substrate). (6) The compound is ClC(Cl)Cl. The result is 0 (non-substrate).